Dataset: Full USPTO retrosynthesis dataset with 1.9M reactions from patents (1976-2016). Task: Predict the reactants needed to synthesize the given product. (1) The reactants are: [C:1]([O:5][C:6](=[O:20])[NH:7][C@@H:8]1[CH2:12][CH2:11][C@@H:10]([NH:13]C(OCC=C)=O)[CH2:9]1)([CH3:4])([CH3:3])[CH3:2].CN1C(=O)CC(=O)N(C)C1=O. Given the product [C:1]([O:5][C:6](=[O:20])[NH:7][C@@H:8]1[CH2:12][CH2:11][C@@H:10]([NH2:13])[CH2:9]1)([CH3:4])([CH3:2])[CH3:3], predict the reactants needed to synthesize it. (2) Given the product [C:20]([NH:19][C:16]1[CH:15]=[C:14]([N:4]2[CH:5]=[C:6]([C:7]([O:9][CH2:10][CH3:11])=[O:8])[C:2]([I:1])=[N:3]2)[C:13]([CH3:12])=[CH:18][N:17]=1)(=[O:22])[CH3:21], predict the reactants needed to synthesize it. The reactants are: [I:1][C:2]1[C:6]([C:7]([O:9][CH2:10][CH3:11])=[O:8])=[CH:5][NH:4][N:3]=1.[CH3:12][C:13]1[C:14](B2OC(C)(C)C(C)(C)O2)=[CH:15][C:16]([NH:19][C:20](=[O:22])[CH3:21])=[N:17][CH:18]=1.N1C=CC=CC=1. (3) Given the product [OH:1][C:2]([C:5]1[CH:6]=[CH:7][C:8]([C:9]([NH:11][C:12]2[CH:17]=[C:16]([N:18]3[CH2:19][CH2:20][CH:21]([C:24]([NH:35][CH:32]([CH3:34])[CH3:33])=[O:25])[CH2:22][CH2:23]3)[N:15]3[N:27]=[CH:28][CH:29]=[C:14]3[N:13]=2)=[O:10])=[CH:30][CH:31]=1)([CH3:4])[CH3:3], predict the reactants needed to synthesize it. The reactants are: [OH:1][C:2]([C:5]1[CH:31]=[CH:30][C:8]([C:9]([NH:11][C:12]2[CH:17]=[C:16]([N:18]3[CH2:23][CH2:22][CH:21]([C:24](O)=[O:25])[CH2:20][CH2:19]3)[N:15]3[N:27]=[CH:28][CH:29]=[C:14]3[N:13]=2)=[O:10])=[CH:7][CH:6]=1)([CH3:4])[CH3:3].[CH:32]([NH2:35])([CH3:34])[CH3:33].CCN=C=NCCCN(C)C.C1C=CC2N(O)N=NC=2C=1. (4) Given the product [CH2:32]([O:31][P:30]([CH2:29][C:28]1[CH:38]=[CH:39][C:25]([NH:24][C:16]2[N:15]=[C:14]([NH:42][C:43]3[CH:52]=[CH:51][CH:50]=[C:49]4[C:44]=3[C:45](=[O:55])[C:46]([CH3:54])=[CH:47][N:48]4[CH3:53])[C:19]([C:20]([F:23])([F:22])[F:21])=[CH:18][N:17]=2)=[C:26]([O:40][CH3:41])[CH:27]=1)(=[O:37])[O:34][CH2:35][CH3:36])[CH3:33], predict the reactants needed to synthesize it. The reactants are: NC1C=CC(F)=CC=1C(NC)=O.Cl[C:14]1[C:19]([C:20]([F:23])([F:22])[F:21])=[CH:18][N:17]=[C:16]([NH:24][C:25]2[CH:39]=[CH:38][C:28]([CH2:29][P:30](=[O:37])([O:34][CH2:35][CH3:36])[O:31][CH2:32][CH3:33])=[CH:27][C:26]=2[O:40][CH3:41])[N:15]=1.[NH2:42][C:43]1[CH:52]=[CH:51][CH:50]=[C:49]2[C:44]=1[C:45](=[O:55])[C:46]([CH3:54])=[CH:47][N:48]2[CH3:53].